The task is: Predict which catalyst facilitates the given reaction.. This data is from Catalyst prediction with 721,799 reactions and 888 catalyst types from USPTO. (1) Reactant: [Cl:1][C:2]1[CH:7]=[CH:6][C:5]([C:8]2[C:13]([F:14])=[C:12]([NH:15]C(C3C=CC=CC=3)(C3C=CC=CC=3)C3C=CC=CC=3)[CH:11]=[C:10]([CH:35](OCC)[O:36]CC)[N:9]=2)=[C:4]([F:42])[C:3]=1[O:43][CH3:44].S(=O)(=O)(O)O.C(Cl)Cl. Product: [NH2:15][C:12]1[C:13]([F:14])=[C:8]([C:5]2[CH:6]=[CH:7][C:2]([Cl:1])=[C:3]([O:43][CH3:44])[C:4]=2[F:42])[N:9]=[C:10]([CH:35]=[O:36])[CH:11]=1. The catalyst class is: 47. (2) Reactant: C(=O)([O-])O.[Na+].[S:6]=[C:7]1[NH:12][C:11]2[CH:13]=[CH:14][NH:15][C:10]=2[C:9](=[O:16])[N:8]1[C:17]1[CH:22]=[CH:21][C:20]([O:23][CH2:24][C:25]([F:28])([F:27])[F:26])=[CH:19][CH:18]=1.Br[CH2:30][CH:31]1[CH2:33][CH2:32]1.[I-].[Na+]. Product: [CH:31]1([CH2:30][S:6][C:7]2[N:8]([C:17]3[CH:18]=[CH:19][C:20]([O:23][CH2:24][C:25]([F:28])([F:27])[F:26])=[CH:21][CH:22]=3)[C:9](=[O:16])[C:10]3[NH:15][CH:14]=[CH:13][C:11]=3[N:12]=2)[CH2:33][CH2:32]1. The catalyst class is: 434.